This data is from Forward reaction prediction with 1.9M reactions from USPTO patents (1976-2016). The task is: Predict the product of the given reaction. (1) Given the reactants Br[C:2]1[CH:11]=[C:10]([N+:12]([O-:14])=[O:13])[CH:9]=[CH:8][C:3]=1[C:4]([O:6][CH3:7])=[O:5].[C:15]([C:19]#[CH:20])([CH3:18])([CH3:17])[CH3:16].C(N(CC)CC)C, predict the reaction product. The product is: [CH3:16][C:15]([CH3:18])([CH3:17])[C:19]#[C:20][C:2]1[CH:11]=[C:10]([N+:12]([O-:14])=[O:13])[CH:9]=[CH:8][C:3]=1[C:4]([O:6][CH3:7])=[O:5]. (2) The product is: [O:6]1[C:15]2[C:10](=[CH:11][CH:12]=[CH:13][CH:14]=2)/[C:9](=[N:18]/[OH:19])/[CH2:8][CH2:7]1. Given the reactants C([O-])(=O)C.[Na+].[O:6]1[C:15]2[C:10](=[CH:11][CH:12]=[CH:13][CH:14]=2)[C:9](=O)[CH2:8][CH2:7]1.Cl.[NH2:18][OH:19], predict the reaction product. (3) Given the reactants [F:1][C:2]([F:10])([F:9])[C:3]1[N:4]=[C:5]([NH2:8])[O:6][CH:7]=1.N1C=CC=CC=1.Cl[C:18](OC1C=CC=CC=1)=[O:19].[CH3:27][N:28]1[C:36]2[C:35]([O:37][C:38]3[CH:44]=[CH:43][C:41]([NH2:42])=[CH:40][CH:39]=3)=[N:34][CH:33]=[N:32][C:31]=2[CH:30]=[CH:29]1, predict the reaction product. The product is: [CH3:27][N:28]1[C:36]2[C:35]([O:37][C:38]3[CH:44]=[CH:43][C:41]([NH:42][C:18]([NH:8][C:5]4[O:6][CH:7]=[C:3]([C:2]([F:10])([F:9])[F:1])[N:4]=4)=[O:19])=[CH:40][CH:39]=3)=[N:34][CH:33]=[N:32][C:31]=2[CH:30]=[CH:29]1. (4) Given the reactants [CH2:1]([O:3][Si:4]([CH2:11][Si:12]([O:19][CH2:20][CH3:21])([O:16][CH2:17][CH3:18])[O:13][CH2:14][CH3:15])([O:8][CH2:9][CH3:10])[O:5][CH2:6][CH3:7])[CH3:2].C([Li:26])(C)(C)C, predict the reaction product. The product is: [CH2:17]([O:16][Si:12]([CH:11]([Li:26])[Si:4]([O:8][CH2:9][CH3:10])([O:5][CH2:6][CH3:7])[O:3][CH2:1][CH3:2])([O:19][CH2:20][CH3:21])[O:13][CH2:14][CH3:15])[CH3:18]. (5) Given the reactants [CH2:1]([NH2:3])[CH3:2].[N:4]12[CH2:11][CH2:10][CH:7]([CH2:8][CH2:9]1)[CH:6]([C:12]1[C:20]3[C:15](=[CH:16][CH:17]=[C:18]([NH2:21])[CH:19]=3)[NH:14][CH:13]=1)[CH2:5]2, predict the reaction product. The product is: [N:4]12[CH2:9][CH2:8][CH:7]([CH2:10][CH2:11]1)[CH:6]([C:12]1[C:20]3[C:15](=[CH:16][CH:17]=[C:18]4[NH:21][C:1]([CH3:2])=[N:3][C:19]4=3)[NH:14][CH:13]=1)[CH2:5]2. (6) Given the reactants [Cl:1][CH2:2][C:3](=[CH2:36])[CH2:4][O:5][C:6]1[CH:35]=[CH:34][C:9]([CH2:10][NH:11][C:12]2[N:17]=[C:16]([O:18][CH2:19][C:20]([F:23])([F:22])[F:21])[N:15]=[C:14]([NH:24][C:25]3[CH:33]=[CH:32][C:28]([C:29]([OH:31])=O)=[CH:27][CH:26]=3)[N:13]=2)=[CH:8][CH:7]=1.CN(C(ON1N=NC2C=CC=CC1=2)=[N+](C)C)C.[B-](F)(F)(F)F.[C:59]([O:63][C:64](=[O:71])[NH:65][CH2:66][CH:67]1[CH2:70][NH:69][CH2:68]1)([CH3:62])([CH3:61])[CH3:60].CCN(C(C)C)C(C)C, predict the reaction product. The product is: [C:59]([O:63][C:64](=[O:71])[NH:65][CH2:66][CH:67]1[CH2:68][N:69]([C:29](=[O:31])[C:28]2[CH:32]=[CH:33][C:25]([NH:24][C:14]3[N:13]=[C:12]([NH:11][CH2:10][C:9]4[CH:8]=[CH:7][C:6]([O:5][CH2:4][C:3]([CH2:2][Cl:1])=[CH2:36])=[CH:35][CH:34]=4)[N:17]=[C:16]([O:18][CH2:19][C:20]([F:23])([F:21])[F:22])[N:15]=3)=[CH:26][CH:27]=2)[CH2:70]1)([CH3:62])([CH3:60])[CH3:61].